This data is from Catalyst prediction with 721,799 reactions and 888 catalyst types from USPTO. The task is: Predict which catalyst facilitates the given reaction. (1) Reactant: C1N(CCO)CCN(CCS(O)(=O)=O)C1.C1C(CCN)=CC=C(S(F)(=O)=O)C=1.CC(C[C@H](N[C:38]([C@@H:40]([OH:50])[C@H:41](N)[CH2:42]C1C=CC=CC=1)=O)C(O)=O)C.CC(C[C@H](NC(C)=O)C(N[C@H](C([NH:66][C@H:67]([C:75]([OH:77])=[O:76])[CH2:68][CH2:69][CH2:70]N=C(N)N)=O)CC(C)C)=O)C.C[C@H](NC(C[C@H](O)[C@@H](NC([C@@H](NC([C@@H](NC(CC(C)C)=O)C(C)C)=O)C(C)C)=O)CC(C)C)=O)C(N[C@H]([C@@H](O)CC(O)=O)CC(C)C)=O.[F-].[Na+].CC(CC(C1C=CC(OCCOCCO)=CC=1)(C)C)(C)C. Product: [NH2:66][C@H:67]([C:75]([OH:77])=[O:76])[CH2:68][C:69]1[CH:70]=[CH:38][C:40]([OH:50])=[CH:41][CH:42]=1. The catalyst class is: 610. (2) Reactant: F[C:2]1[CH:10]=[C:9]([C:11]([F:14])([F:13])[F:12])[CH:8]=[C:7]([F:15])[C:3]=1[C:4]([OH:6])=[O:5].Br[Mg][CH:18]1[CH2:20][CH2:19]1.[NH4+].[Cl-]. Product: [CH:18]1([C:2]2[CH:10]=[C:9]([C:11]([F:14])([F:13])[F:12])[CH:8]=[C:7]([F:15])[C:3]=2[C:4]([OH:6])=[O:5])[CH2:20][CH2:19]1. The catalyst class is: 1.